Dataset: Forward reaction prediction with 1.9M reactions from USPTO patents (1976-2016). Task: Predict the product of the given reaction. (1) Given the reactants [O:1]1[CH2:6][CH2:5][N:4]([C:7]2[CH:14]=[CH:13][C:10]([C:11]#[N:12])=[CH:9][CH:8]=2)[CH2:3][CH2:2]1.[H-].[H-].[H-].[H-].[Li+].[Al+3], predict the reaction product. The product is: [O:1]1[CH2:2][CH2:3][N:4]([C:7]2[CH:8]=[CH:9][C:10]([CH2:11][NH2:12])=[CH:13][CH:14]=2)[CH2:5][CH2:6]1. (2) The product is: [C:52]([O-:55])(=[O:54])[CH3:53].[C:24]([C:21]1[CH:22]=[CH:23][C:18]([I+:17][C:14]2[CH:15]=[CH:16][C:11]([C:6]([CH2:9][CH3:10])([CH3:8])[CH3:7])=[CH:12][CH:13]=2)=[CH:19][CH:20]=1)([CH2:27][CH3:28])([CH3:26])[CH3:25]. Given the reactants S([O-])([O-])(=O)=O.[C:6]([C:11]1[CH:16]=[CH:15][C:14]([I+:17][C:18]2[CH:23]=[CH:22][C:21]([C:24]([CH2:27][CH3:28])([CH3:26])[CH3:25])=[CH:20][CH:19]=2)=[CH:13][CH:12]=1)([CH2:9][CH3:10])([CH3:8])[CH3:7].[C:24]([C:21]1[CH:22]=[CH:23][C:18]([I+:17][C:14]2[CH:15]=[CH:16][C:11]([C:6]([CH2:9][CH3:10])([CH3:8])[CH3:7])=[CH:12][CH:13]=2)=[CH:19][CH:20]=1)([CH2:27][CH3:28])([CH3:26])[CH3:25].[C:52]([O-:55])(=[O:54])[CH3:53].[NH4+].[NH4+].[NH4+].[NH4+].[C:52]([O-:55])(=[O:54])[CH3:53].[C:52]([O-:55])(=[O:54])[CH3:53].[C:52]([O-:55])(=[O:54])[CH3:53], predict the reaction product. (3) Given the reactants [CH3:1][C:2]1[CH:3]=[C:4]([CH:6]=[C:7]([CH3:9])[CH:8]=1)[NH2:5].C(N(CC)CC)C.[Cl:17][C:18]1[CH:23]=[CH:22][CH:21]=[CH:20][C:19]=1[S:24](Cl)(=[O:26])=[O:25], predict the reaction product. The product is: [Cl:17][C:18]1[CH:23]=[CH:22][CH:21]=[CH:20][C:19]=1[S:24]([NH:5][C:4]1[CH:6]=[C:7]([CH3:9])[CH:8]=[C:2]([CH3:1])[CH:3]=1)(=[O:26])=[O:25]. (4) Given the reactants Br[C:2]1[CH:7]=[CH:6][C:5]([C:8]2([O:11][CH3:12])[CH2:10][CH2:9]2)=[CH:4][CH:3]=1.[CH3:13][Si:14]([C:17]#[CH:18])([CH3:16])[CH3:15], predict the reaction product. The product is: [CH3:12][O:11][C:8]1([C:5]2[CH:6]=[CH:7][C:2]([C:18]#[C:17][Si:14]([CH3:16])([CH3:15])[CH3:13])=[CH:3][CH:4]=2)[CH2:10][CH2:9]1.